Dataset: Full USPTO retrosynthesis dataset with 1.9M reactions from patents (1976-2016). Task: Predict the reactants needed to synthesize the given product. (1) Given the product [Cl:4][C:5]1[N:6]=[C:7]([NH:3][CH2:1][CH3:2])[C:8]2[CH2:14][O:13][CH2:12][CH:11]([C:15]3[CH:20]=[C:19]([F:21])[CH:18]=[C:17]([F:22])[CH:16]=3)[C:9]=2[N:10]=1, predict the reactants needed to synthesize it. The reactants are: [CH2:1]([NH2:3])[CH3:2].[Cl:4][C:5]1[N:6]=[C:7](Cl)[C:8]2[CH2:14][O:13][CH2:12][CH:11]([C:15]3[CH:20]=[C:19]([F:21])[CH:18]=[C:17]([F:22])[CH:16]=3)[C:9]=2[N:10]=1.CCN(C(C)C)C(C)C. (2) Given the product [O:34]=[S:33]1[NH:20][C:19]([C:15]2[CH:14]=[C:13]([CH:18]=[CH:17][CH:16]=2)[O:12][C:9]2[CH:10]=[CH:11][C:6]3[N:5]4[CH2:23][CH2:24][CH2:25][C:4]4=[N:3][S:2](=[O:1])(=[O:26])[C:7]=3[CH:8]=2)=[N:21][O:22]1, predict the reactants needed to synthesize it. The reactants are: [O:1]=[S:2]1(=[O:26])[C:7]2[CH:8]=[C:9]([O:12][C:13]3[CH:14]=[C:15]([C:19](=[N:21][OH:22])[NH2:20])[CH:16]=[CH:17][CH:18]=3)[CH:10]=[CH:11][C:6]=2[N:5]2[CH2:23][CH2:24][CH2:25][C:4]2=[N:3]1.N1C=CC=CC=1.[S:33](Cl)(Cl)=[O:34].